From a dataset of Full USPTO retrosynthesis dataset with 1.9M reactions from patents (1976-2016). Predict the reactants needed to synthesize the given product. (1) Given the product [CH3:1][C:2]1[CH:3]=[C:4]([C:8]([OH:10])([CH3:11])[CH3:9])[N:5]=[N:6][CH:7]=1, predict the reactants needed to synthesize it. The reactants are: [CH3:1][C:2]1[CH:3]=[C:4]([C:8](=[O:10])[CH3:9])[N:5]=[N:6][CH:7]=1.[CH3:11][Mg]Br.C(OCC)C.C(O)(=O)CC(CC(O)=O)(C(O)=O)O. (2) Given the product [F:1][C:2]1[CH:24]=[CH:23][C:5]([C:6]([C:8]2[CH:13]=[CH:12][CH:11]=[C:10]([C:14](=[N:25][NH:26][C:27]([NH2:29])=[S:28])[C:15]3[CH:20]=[CH:19][C:18]([F:21])=[CH:17][CH:16]=3)[CH:9]=2)=[O:7])=[CH:4][CH:3]=1, predict the reactants needed to synthesize it. The reactants are: [F:1][C:2]1[CH:24]=[CH:23][C:5]([C:6]([C:8]2[CH:13]=[CH:12][CH:11]=[C:10]([C:14](=O)[C:15]3[CH:20]=[CH:19][C:18]([F:21])=[CH:17][CH:16]=3)[CH:9]=2)=[O:7])=[CH:4][CH:3]=1.[NH2:25][NH:26][C:27]([NH2:29])=[S:28].C1(C)C=CC(S(O)(=O)=O)=CC=1.